The task is: Regression. Given a peptide amino acid sequence and an MHC pseudo amino acid sequence, predict their binding affinity value. This is MHC class I binding data.. This data is from Peptide-MHC class I binding affinity with 185,985 pairs from IEDB/IMGT. (1) The peptide sequence is VPDIPELSY. The MHC is HLA-A30:02 with pseudo-sequence HLA-A30:02. The binding affinity (normalized) is 0.0626. (2) The peptide sequence is GTITGGVCYY. The MHC is HLA-A33:01 with pseudo-sequence HLA-A33:01. The binding affinity (normalized) is 0.0886. (3) The peptide sequence is RPMTFKAAV. The MHC is HLA-B58:01 with pseudo-sequence HLA-B58:01. The binding affinity (normalized) is 0. (4) The peptide sequence is KILSVLAPL. The MHC is HLA-A02:01 with pseudo-sequence HLA-A02:01. The binding affinity (normalized) is 0.900.